From a dataset of Catalyst prediction with 721,799 reactions and 888 catalyst types from USPTO. Predict which catalyst facilitates the given reaction. (1) Reactant: [H-].[Na+].[CH3:3]I.[Br:5][C:6]1[CH:7]=[C:8]([CH2:11][OH:12])[S:9][CH:10]=1. Product: [Br:5][C:6]1[CH:7]=[C:8]([CH2:11][O:12][CH3:3])[S:9][CH:10]=1. The catalyst class is: 7. (2) Product: [F:38][C:25]1[CH:26]=[C:27]([N:32]2[CH:36]=[N:35][C:34]([CH3:37])=[N:33]2)[C:28]([O:30][CH3:31])=[CH:29][C:24]=1[NH:23][C:20]1[N:19]=[C:18]2[CH:6]([C:7]3[CH:12]=[CH:11][C:10]([O:13][C:14]([F:17])([F:16])[F:15])=[CH:9][CH:8]=3)[CH2:5][CH2:4][CH2:3][CH2:2][N:22]2[N:21]=1. The catalyst class is: 21. Reactant: Cl[CH2:2][CH2:3][CH2:4][CH2:5][CH:6]([C:18]1[NH:22][N:21]=[C:20]([NH:23][C:24]2[CH:29]=[C:28]([O:30][CH3:31])[C:27]([N:32]3[CH:36]=[N:35][C:34]([CH3:37])=[N:33]3)=[CH:26][C:25]=2[F:38])[N:19]=1)[C:7]1[CH:12]=[CH:11][C:10]([O:13][C:14]([F:17])([F:16])[F:15])=[CH:9][CH:8]=1.[I-].[Na+]. (3) Reactant: [CH2:1]([N:3]1[CH2:8][C:7]([CH3:10])([CH3:9])[O:6][C:5](=[O:11])[CH:4]1[CH2:12][C:13]([OH:15])=O)[CH3:2].C(N(C(C)C)CC)(C)C.CN(C(ON1N=NC2C=CC=NC1=2)=[N+](C)C)C.F[P-](F)(F)(F)(F)F.[Cl:49][C:50]1[CH:51]=[C:52]([CH:55]=[CH:56][C:57]=1[Cl:58])[CH2:53][NH2:54]. Product: [Cl:49][C:50]1[CH:51]=[C:52]([CH:55]=[CH:56][C:57]=1[Cl:58])[CH2:53][NH:54][C:13](=[O:15])[CH2:12][CH:4]1[C:5](=[O:11])[O:6][C:7]([CH3:9])([CH3:10])[CH2:8][N:3]1[CH2:1][CH3:2]. The catalyst class is: 3. (4) Reactant: [F:1][C:2]1[C:31]([F:32])=[CH:30][CH:29]=[CH:28][C:3]=1[CH2:4][NH:5][C:6]1[C:11]([C:12]([NH2:14])=[O:13])=[CH:10][N:9]=[C:8]([NH:15][C:16]2[CH:21]=[CH:20][C:19]([CH:22]3[CH2:27][CH2:26][NH:25][CH2:24][CH2:23]3)=[CH:18][CH:17]=2)[CH:7]=1.[CH3:33][CH2:34][N:35](C(C)C)[CH:36]([CH3:38])C.F[P-](F)(F)(F)(F)F.N1([O:58][P+](N(C)C)(N(C)C)N(C)C)C2C=CC=CC=2N=N1.[C:69]([OH:75])([C:71](F)(F)F)=O. Product: [F:1][C:2]1[C:31]([F:32])=[CH:30][CH:29]=[CH:28][C:3]=1[CH2:4][NH:5][C:6]1[C:11]([C:12]([NH2:14])=[O:13])=[CH:10][N:9]=[C:8]([NH:15][C:16]2[CH:17]=[CH:18][C:19]([CH:22]3[CH2:23][CH2:24][N:25]([C:33](=[O:58])[CH2:34][N:35]4[CH2:71][CH2:69][O:75][CH2:38][CH2:36]4)[CH2:26][CH2:27]3)=[CH:20][CH:21]=2)[CH:7]=1. The catalyst class is: 37. (5) Reactant: CS[C:3]([N:8]1[CH2:12][CH2:11][CH2:10][CH:9]1[C:13]1[CH:17]=[C:16]([C:18]2[CH:23]=[CH:22][CH:21]=[C:20]([Cl:24])[CH:19]=2)[O:15][N:14]=1)=[N:4][CH:5]1[CH2:7][CH2:6]1.[C:25]([NH:33][NH2:34])(=O)[C:26]1[CH:31]=[CH:30][CH:29]=[N:28][CH:27]=1.N1C=CC=CC=1. Product: [Cl:24][C:20]1[CH:19]=[C:18]([C:16]2[O:15][N:14]=[C:13]([CH:9]3[CH2:10][CH2:11][CH2:12][N:8]3[C:3]3[N:4]([CH:5]4[CH2:7][CH2:6]4)[C:25]([C:26]4[CH:27]=[N:28][CH:29]=[CH:30][CH:31]=4)=[N:33][N:34]=3)[CH:17]=2)[CH:23]=[CH:22][CH:21]=1. The catalyst class is: 41. (6) Reactant: Cl[C:2]1[C:7]([C:8]#[N:9])=[CH:6][N:5]=[C:4]2[CH:10]=[CH:11][S:12][C:3]=12.[Cl:13][C:14]1[CH:21]=[C:20]([Cl:22])[CH:19]=[CH:18][C:15]=1[CH2:16][NH2:17].C(N(CC)C(C)C)(C)C. Product: [Cl:13][C:14]1[CH:21]=[C:20]([Cl:22])[CH:19]=[CH:18][C:15]=1[CH2:16][NH:17][C:2]1[C:7]([C:8]#[N:9])=[CH:6][N:5]=[C:4]2[CH:10]=[CH:11][S:12][C:3]=12. The catalyst class is: 486. (7) Reactant: [CH2:1]([O:5][P:6]([C:13]1[CH:17]=[C:16]([I:18])[S:15][C:14]=1I)([O:8][CH2:9][CH2:10][CH2:11][CH3:12])=[O:7])[CH2:2][CH2:3][CH3:4].C([Li])CCC.P([O-])([O-])(O)=O.[Na+].[Na+].P([O-])(O)(O)=O.[Na+]. Product: [CH2:9]([O:8][P:6]([C:13]1[CH:17]=[C:16]([I:18])[S:15][CH:14]=1)([O:5][CH2:1][CH2:2][CH2:3][CH3:4])=[O:7])[CH2:10][CH2:11][CH3:12]. The catalyst class is: 1. (8) Reactant: C([Sn](CCCC)(CCCC)[C:6]1[N:7]=[CH:8][N:9]([C:11]2[CH:16]=[C:15]([F:17])[CH:14]=[C:13]([F:18])[C:12]=2[F:19])[CH:10]=1)CCC.[C:28]([CH:30]1[CH2:33][N:32]([C:34](=[O:52])[C@H:35]([NH:39][C:40]([C:42]2[C:50]3[C:45](=[N:46][CH:47]=[C:48](Br)[N:49]=3)[NH:44][CH:43]=2)=[O:41])[CH:36]2[CH2:38][CH2:37]2)[CH2:31]1)#[N:29]. Product: [C:28]([CH:30]1[CH2:31][N:32]([C:34](=[O:52])[C@H:35]([NH:39][C:40]([C:42]2[C:50]3[C:45](=[N:46][CH:47]=[C:48]([C:6]4[N:7]=[CH:8][N:9]([C:11]5[CH:16]=[C:15]([F:17])[CH:14]=[C:13]([F:18])[C:12]=5[F:19])[CH:10]=4)[N:49]=3)[NH:44][CH:43]=2)=[O:41])[CH:36]2[CH2:38][CH2:37]2)[CH2:33]1)#[N:29]. The catalyst class is: 441.